This data is from Peptide-MHC class II binding affinity with 134,281 pairs from IEDB. The task is: Regression. Given a peptide amino acid sequence and an MHC pseudo amino acid sequence, predict their binding affinity value. This is MHC class II binding data. (1) The peptide sequence is QTLPAMCNVYIPPYCTIAPF. The MHC is DRB1_1101 with pseudo-sequence DRB1_1101. The binding affinity (normalized) is 0. (2) The peptide sequence is GTMAGCGYLMFLGGV. The MHC is DRB1_0701 with pseudo-sequence DRB1_0701. The binding affinity (normalized) is 0.407.